From a dataset of Forward reaction prediction with 1.9M reactions from USPTO patents (1976-2016). Predict the product of the given reaction. (1) Given the reactants [CH3:1][O:2][C:3]1[C:8]2[O:9][C:10]3([O:15][C:7]=2[C:6]([C:16]([OH:18])=[O:17])=[CH:5][CH:4]=1)[CH2:14][CH2:13][S:12][CH2:11]3.[C:19]([O-])([O-])=O.[K+].[K+].S(OC)(OC)(=O)=O.O, predict the reaction product. The product is: [CH3:1][O:2][C:3]1[C:8]2[O:9][C:10]3([O:15][C:7]=2[C:6]([C:16]([O:18][CH3:19])=[O:17])=[CH:5][CH:4]=1)[CH2:14][CH2:13][S:12][CH2:11]3. (2) The product is: [C:13]([O:17][C:18]([N:20]1[CH2:24][CH2:23][CH2:22][CH2:21]1)=[O:19])([CH3:16])([CH3:14])[CH3:15]. Given the reactants [I-].C[S+](C)(C)=O.CC([O-])(C)C.[K+].[C:13]([O:17][C:18]([N:20]1[C:24](=O)[CH2:23][CH2:22][C@H:21]1C(OC(C)(C)C)=O)=[O:19])([CH3:16])([CH3:15])[CH3:14], predict the reaction product. (3) Given the reactants [F:1][C:2]([F:12])([F:11])[C:3]1[CH:10]=[CH:9][C:6]([CH:7]=[O:8])=[CH:5][CH:4]=1.[NH2:13][C:14]1[N:15]=[N:16][C:17]([CH3:20])=[CH:18][CH:19]=1.C([O:23][C:24](=O)[C:25]([OH:39])=[CH:26][C:27](=O)[C:28]1[CH:33]=[CH:32][C:31]([C:34]([F:37])([F:36])[F:35])=[CH:30][CH:29]=1)C, predict the reaction product. The product is: [OH:39][C:25]1[C:24](=[O:23])[N:13]([C:14]2[N:15]=[N:16][C:17]([CH3:20])=[CH:18][CH:19]=2)[CH:27]([C:28]2[CH:33]=[CH:32][C:31]([C:34]([F:35])([F:36])[F:37])=[CH:30][CH:29]=2)[C:26]=1[C:7](=[O:8])[C:6]1[CH:9]=[CH:10][C:3]([C:2]([F:11])([F:12])[F:1])=[CH:4][CH:5]=1. (4) Given the reactants [Cl:1][C:2]1[N:7]=[C:6]([N:8]([CH3:29])[C:9]2[CH:18]=[CH:17][C:16]3[C:15]4[C:19]5[NH:26][CH2:25][C@@H:24]([CH3:27])[NH:23][C:22](=[O:28])[C:20]=5[S:21][C:14]=4[CH:13]=[CH:12][C:11]=3[N:10]=2)[C:5]([C:30]([NH:32]CC2C=CC(OC)=CC=2)=[O:31])=[CH:4][N:3]=1.FC(F)(F)C(O)=O.FC(F)(F)S(O)(=O)=O, predict the reaction product. The product is: [Cl:1][C:2]1[N:7]=[C:6]([N:8]([CH3:29])[C:9]2[CH:18]=[CH:17][C:16]3[C:15]4[C:19]5[NH:26][CH2:25][C@@H:24]([CH3:27])[NH:23][C:22](=[O:28])[C:20]=5[S:21][C:14]=4[CH:13]=[CH:12][C:11]=3[N:10]=2)[C:5]([C:30]([NH2:32])=[O:31])=[CH:4][N:3]=1. (5) Given the reactants C[O:2][C:3]1[CH:4]=[C:5]2[C:10](=[CH:11][C:12]=1[O:13][CH3:14])[N:9]=[CH:8][NH:7][C:6]2=[O:15].Cl, predict the reaction product. The product is: [OH:2][C:3]1[CH:4]=[C:5]2[C:10](=[CH:11][C:12]=1[O:13][CH3:14])[N:9]=[CH:8][NH:7][C:6]2=[O:15].